Dataset: Retrosynthesis with 50K atom-mapped reactions and 10 reaction types from USPTO. Task: Predict the reactants needed to synthesize the given product. Given the product COc1ccc(C(C#N)(CCCN2CCc3cc(OC)c(OC)cc3C2)Sc2ccc(C)cc2)cc1OC, predict the reactants needed to synthesize it. The reactants are: COc1cc2c(cc1OC)CNCC2.COc1ccc(C(C#N)(CCCCl)Sc2ccc(C)cc2)cc1OC.